The task is: Predict the reactants needed to synthesize the given product.. This data is from Full USPTO retrosynthesis dataset with 1.9M reactions from patents (1976-2016). Given the product [NH2:20][C:19]1[N:10]([C:4]2[C:3]([F:2])=[CH:8][CH:7]=[CH:6][C:5]=2[F:9])[N:11]=[CH:15][C:16]=1[C:17]#[N:18], predict the reactants needed to synthesize it. The reactants are: Cl.[F:2][C:3]1[CH:8]=[CH:7][CH:6]=[C:5]([F:9])[C:4]=1[NH:10][NH2:11].C(O[CH:15]=[C:16]([C:19]#[N:20])[C:17]#[N:18])C.C(N(CC)CC)C.